Dataset: Full USPTO retrosynthesis dataset with 1.9M reactions from patents (1976-2016). Task: Predict the reactants needed to synthesize the given product. (1) Given the product [C:42]([OH:49])(=[O:48])/[CH:43]=[CH:44]\[C:45]([OH:47])=[O:46].[F:1][C:2]1[CH:3]=[C:4]([NH:25][C:26]([C:28]2[C:29](=[O:41])[N:30]([C:35]3[CH:36]=[CH:37][CH:38]=[CH:39][CH:40]=3)[N:31]([CH3:34])[C:32]=2[CH3:33])=[O:27])[CH:5]=[CH:6][C:7]=1[O:8][C:9]1[C:18]2[C:13](=[CH:14][C:15]([O:19][CH2:20][C:21]([OH:24])([CH3:23])[CH3:22])=[CH:16][CH:17]=2)[N:12]=[CH:11][CH:10]=1, predict the reactants needed to synthesize it. The reactants are: [F:1][C:2]1[CH:3]=[C:4]([NH:25][C:26]([C:28]2[C:29](=[O:41])[N:30]([C:35]3[CH:40]=[CH:39][CH:38]=[CH:37][CH:36]=3)[N:31]([CH3:34])[C:32]=2[CH3:33])=[O:27])[CH:5]=[CH:6][C:7]=1[O:8][C:9]1[C:18]2[C:13](=[CH:14][C:15]([O:19][CH2:20][C:21]([OH:24])([CH3:23])[CH3:22])=[CH:16][CH:17]=2)[N:12]=[CH:11][CH:10]=1.[C:42]([OH:49])(=[O:48])/[CH:43]=[CH:44]\[C:45]([OH:47])=[O:46]. (2) Given the product [CH2:24]([C:22]1[CH:21]=[CH:20][N:19]2[CH:2]=[C:3]([C:5]3[C:6]([C:11]4[CH:16]=[CH:15][CH:14]=[CH:13][CH:12]=4)=[N:7][O:8][C:9]=3[CH3:10])[N:17]=[C:18]2[CH:23]=1)[CH3:25], predict the reactants needed to synthesize it. The reactants are: Br[CH2:2][C:3]([C:5]1[C:6]([C:11]2[CH:16]=[CH:15][CH:14]=[CH:13][CH:12]=2)=[N:7][O:8][C:9]=1[CH3:10])=O.[NH2:17][C:18]1[CH:23]=[C:22]([CH2:24][CH3:25])[CH:21]=[CH:20][N:19]=1.